This data is from Reaction yield outcomes from USPTO patents with 853,638 reactions. The task is: Predict the reaction yield, written as a fraction of the theoretical maximum amount of product (1.0 means a 100% yield; for example, 0.34 means a 34% yield). (1) The reactants are [CH2:1]([N:3]1[CH:7]=[C:6]([C:8]2[CH:13]=[CH:12][N:11]=[C:10]3[N:14]([S:30]([C:33]4[CH:38]=[CH:37][CH:36]=[CH:35][CH:34]=4)(=[O:32])=[O:31])[C:15]([C:17]4[CH2:18][CH2:19][N:20]([C:23](OC(C)(C)C)=[O:24])[CH2:21][CH:22]=4)=[CH:16][C:9]=23)[C:5]([C:39]2[CH:44]=[CH:43][C:42]([N+:45]([O-:47])=[O:46])=[CH:41][CH:40]=2)=[N:4]1)[CH3:2].Cl.[N:49]1(C(Cl)=O)[CH2:54][CH2:53][O:52][CH2:51][CH2:50]1. The catalyst is O1CCOCC1. The product is [CH2:1]([N:3]1[CH:7]=[C:6]([C:8]2[CH:13]=[CH:12][N:11]=[C:10]3[N:14]([S:30]([C:33]4[CH:38]=[CH:37][CH:36]=[CH:35][CH:34]=4)(=[O:32])=[O:31])[C:15]([C:17]4[CH2:18][CH2:19][N:20]([C:23]([N:49]5[CH2:54][CH2:53][O:52][CH2:51][CH2:50]5)=[O:24])[CH2:21][CH:22]=4)=[CH:16][C:9]=23)[C:5]([C:39]2[CH:40]=[CH:41][C:42]([N+:45]([O-:47])=[O:46])=[CH:43][CH:44]=2)=[N:4]1)[CH3:2]. The yield is 0.550. (2) The reactants are [CH3:1][N:2]1[C:7](=[O:8])[CH2:6][N:5]2[N:9]=[C:10]([NH:12][C:13]3[C:14](=[O:29])[N:15]([CH3:28])[CH:16]=[C:17](B4OC(C)(C)C(C)(C)O4)[CH:18]=3)[CH:11]=[C:4]2[CH2:3]1.Cl[C:31]1[CH:36]=[CH:35][N:34]=[C:33]([N:37]2[CH2:48][CH2:47][C:46]3[C:45]4[CH2:44][C:43]([CH3:50])([CH3:49])[CH2:42][C:41]=4[S:40][C:39]=3[C:38]2=[O:51])[C:32]=1[CH:52]=[O:53].[O-]P([O-])([O-])=O.[K+].[K+].[K+].C([O-])(=O)C.[Na+]. The catalyst is C1C=CC(P(C2C=CC=CC=2)[C-]2C=CC=C2)=CC=1.C1C=CC(P(C2C=CC=CC=2)[C-]2C=CC=C2)=CC=1.Cl[Pd]Cl.[Fe+2].C(#N)C.O. The product is [CH3:49][C:43]1([CH3:50])[CH2:42][C:41]2[S:40][C:39]3[C:38](=[O:51])[N:37]([C:33]4[C:32]([CH:52]=[O:53])=[C:31]([C:17]5[CH:18]=[C:13]([NH:12][C:10]6[CH:11]=[C:4]7[CH2:3][N:2]([CH3:1])[C:7](=[O:8])[CH2:6][N:5]7[N:9]=6)[C:14](=[O:29])[N:15]([CH3:28])[CH:16]=5)[CH:36]=[CH:35][N:34]=4)[CH2:48][CH2:47][C:46]=3[C:45]=2[CH2:44]1. The yield is 0.360. (3) The reactants are [NH:1]1[CH2:7][CH2:6][CH2:5][C@H:2]1[CH2:3][OH:4].[CH:8]1[C:20]2[CH:19]([CH2:21][O:22][C:23](ON3C(=O)CCC3=O)=[O:24])[C:18]3[C:13](=[CH:14][CH:15]=[CH:16][CH:17]=3)[C:12]=2[CH:11]=[CH:10][CH:9]=1. The catalyst is O.C1COCC1. The product is [C:23]([N:1]1[CH2:7][CH2:6][CH2:5][C@H:2]1[CH2:3][OH:4])([O:22][CH2:21][CH:19]1[C:18]2[C:13](=[CH:14][CH:15]=[CH:16][CH:17]=2)[C:12]2[C:20]1=[CH:8][CH:9]=[CH:10][CH:11]=2)=[O:24]. The yield is 0.740.